From a dataset of Catalyst prediction with 721,799 reactions and 888 catalyst types from USPTO. Predict which catalyst facilitates the given reaction. (1) Reactant: Cl[C:2]1[O:3][C:4]2[C:5](=[C:7]([C:11]([O:13][CH3:14])=[O:12])[CH:8]=[CH:9][CH:10]=2)[N:6]=1.[CH3:15][C@H:16]1[CH2:21][O:20][CH2:19][C@H:18]([CH3:22])[NH:17]1.C(=O)([O-])[O-].[K+].[K+]. Product: [CH3:15][C@@H:16]1[N:17]([C:2]2[O:3][C:4]3[C:5](=[C:7]([C:11]([O:13][CH3:14])=[O:12])[CH:8]=[CH:9][CH:10]=3)[N:6]=2)[C@@H:18]([CH3:22])[CH2:19][O:20][CH2:21]1. The catalyst class is: 18. (2) Reactant: [C:1]([Si:5]([CH3:20])([CH3:19])[O:6][CH2:7][CH2:8][C:9]([CH3:18])([CH3:17])[CH2:10][CH2:11]OS(C)(=O)=O)([CH3:4])([CH3:3])[CH3:2].[N-:21]=[N+:22]=[N-:23].[Na+].O. Product: [N:21]([CH2:11][CH2:10][C:9]([CH3:18])([CH3:17])[CH2:8][CH2:7][O:6][Si:5]([C:1]([CH3:4])([CH3:3])[CH3:2])([CH3:20])[CH3:19])=[N+:22]=[N-:23]. The catalyst class is: 9. (3) Reactant: C[O:2][CH:3]=[C:4]1[CH2:9][CH2:8][CH:7]([C:10]([O:12][CH3:13])=[O:11])[CH2:6][CH2:5]1.Cl.CCCCCC. Product: [CH:3]([CH:4]1[CH2:5][CH2:6][CH:7]([C:10]([O:12][CH3:13])=[O:11])[CH2:8][CH2:9]1)=[O:2]. The catalyst class is: 1. (4) Reactant: Cl[CH2:2][C:3]([N:5]1[CH2:9][CH2:8][CH2:7][CH2:6]1)=[O:4].[I-].[K+].[CH3:12][S:13]([C:16]1[CH:17]=[C:18]2[C:22](=[CH:23][CH:24]=1)[N:21]([C:25]1[CH:30]=[CH:29][C:28]([O:31][CH:32]3[CH2:37][CH2:36][NH:35][CH2:34][CH2:33]3)=[CH:27][N:26]=1)[CH:20]=[CH:19]2)(=[O:15])=[O:14].C(=O)([O-])[O-].[K+].[K+]. Product: [CH3:12][S:13]([C:16]1[CH:17]=[C:18]2[C:22](=[CH:23][CH:24]=1)[N:21]([C:25]1[N:26]=[CH:27][C:28]([O:31][CH:32]3[CH2:37][CH2:36][N:35]([CH2:2][C:3]([N:5]4[CH2:9][CH2:8][CH2:7][CH2:6]4)=[O:4])[CH2:34][CH2:33]3)=[CH:29][CH:30]=1)[CH:20]=[CH:19]2)(=[O:14])=[O:15]. The catalyst class is: 3. (5) Reactant: C(OC(=O)[NH:7][CH2:8][CH2:9][CH2:10][NH:11][C:12]1[CH:21]=[C:20]([O:22][CH3:23])[C:19]2[C:14](=[CH:15][CH:16]=[CH:17][CH:18]=2)[N:13]=1)(C)(C)C.[ClH:25]. Product: [ClH:25].[ClH:25].[CH3:23][O:22][C:20]1[C:19]2[C:14](=[CH:15][CH:16]=[CH:17][CH:18]=2)[N:13]=[C:12]([NH:11][CH2:10][CH2:9][CH2:8][NH2:7])[CH:21]=1. The catalyst class is: 269. (6) Reactant: [OH:1][C:2]1[CH:3]=[C:4]([CH2:9][C:10]([O:12][CH2:13][CH3:14])=[O:11])[CH:5]=[CH:6][C:7]=1[OH:8].Br[CH2:16][CH2:17]Br.C(=O)([O-])[O-].[Cs+].[Cs+]. Product: [O:1]1[CH2:17][CH2:16][O:8][C:7]2[CH:6]=[CH:5][C:4]([CH2:9][C:10]([O:12][CH2:13][CH3:14])=[O:11])=[CH:3][C:2]1=2. The catalyst class is: 18.